This data is from Buchwald-Hartwig C-N cross coupling reaction yields with 55,370 reactions. The task is: Predict the reaction yield, written as a fraction of the theoretical maximum amount of product (1.0 means a 100% yield; for example, 0.34 means a 34% yield). The reactants are FC(F)(F)c1ccc(Cl)cc1.Cc1ccc(N)cc1.O=S(=O)(O[Pd]1c2ccccc2-c2ccccc2N~1)C(F)(F)F.CC(C)c1cc(C(C)C)c(-c2ccccc2P(C(C)(C)C)C(C)(C)C)c(C(C)C)c1.CN1CCCN2CCCN=C12.Fc1cccc(F)c1-c1ccno1. No catalyst specified. The product is Cc1ccc(Nc2ccc(C(F)(F)F)cc2)cc1. The yield is 0.178.